From a dataset of Drug-target binding data from BindingDB using IC50 measurements. Regression. Given a target protein amino acid sequence and a drug SMILES string, predict the binding affinity score between them. We predict pIC50 (pIC50 = -log10(IC50 in M); higher means more potent). Dataset: bindingdb_ic50. The drug is C[C@H](Cc1ccc(C(F)(F)F)cc1)C(=O)NC[C@@]1(C2CC2)NC(=O)NC1=O. The target protein sequence is MRLEWASLLLLLLLLCASCLALAADNPAAAPAQDKTRQPRAAAAAAQPDQRQWEETQERGHPQPLARQRRSSGLVQNIDQLYSGGGKVGYLVYAGGRRFLLDLERDDTVGAAGGIVTAGGLSASSGHRGHCFYRGTVDGSPRSLAVFDLCGGLDGFFAVKHARYTLKPLLRGSWAESERVYGDGSSRILHVYTREGFSFEALPPRTSCETPASPSGAQESPSVHSSSRRRTELAPQLLDHSAFSPAGNAGPQTWWRRRRRSISRARQVELLLVADSSMAKMYGRGLQHYLLTLASIANRLYSHASIENHIRLAVVKVVVLTDKSLEVSKNAATTLKNFCKWQHQHNQLGDDHEEHYDAAILFTREDLCGHHSCDTLGMADVGTICSPERSCAVIEDDGLHAAFTVAHEIGHLLGLSHDDSKFCEENFGSTEDKRLMSSILTSIDASKPWSKCTSATITEFLDDGHGNCLLDVPRKQILGPEELPGQTYDATQQCNLTFGP.... The pIC50 is 7.8.